This data is from Full USPTO retrosynthesis dataset with 1.9M reactions from patents (1976-2016). The task is: Predict the reactants needed to synthesize the given product. The reactants are: [CH2:1]([O:8][C:9]([NH:11][C@@H:12]([CH:17]1[CH2:26][CH2:25][C:20]2(OCC[O:21]2)[CH2:19][CH2:18]1)[C:13]([O:15][CH3:16])=[O:14])=[O:10])[C:2]1[CH:7]=[CH:6][CH:5]=[CH:4][CH:3]=1.C(O)(=O)C.ClC(Cl)C(O)=O.[OH-].[Na+]. Given the product [CH2:1]([O:8][C:9]([NH:11][C@@H:12]([CH:17]1[CH2:18][CH2:19][C:20](=[O:21])[CH2:25][CH2:26]1)[C:13]([O:15][CH3:16])=[O:14])=[O:10])[C:2]1[CH:7]=[CH:6][CH:5]=[CH:4][CH:3]=1, predict the reactants needed to synthesize it.